From a dataset of Catalyst prediction with 721,799 reactions and 888 catalyst types from USPTO. Predict which catalyst facilitates the given reaction. (1) Reactant: Cl.[O:2]1[CH2:6][CH2:5][CH:4]([CH2:7][NH2:8])[CH2:3]1.C(N(CC)CC)C.[CH:16]1[C:25]2[CH2:24][CH2:23][CH2:22][CH2:21][C:20]=2[CH:19]=[CH:18][C:17]=1[CH2:26][O:27][CH2:28][C:29]1[O:33][N:32]=[C:31]([C:34](O)=[O:35])[CH:30]=1.ON1C2C=CC=CC=2N=N1.Cl.C(N=C=NCCCN(C)C)C.Cl. Product: [O:2]1[CH2:6][CH2:5][CH:4]([CH2:7][NH:8][C:34]([C:31]2[CH:30]=[C:29]([CH2:28][O:27][CH2:26][C:17]3[CH:18]=[CH:19][C:20]4[CH2:21][CH2:22][CH2:23][CH2:24][C:25]=4[CH:16]=3)[O:33][N:32]=2)=[O:35])[CH2:3]1. The catalyst class is: 22. (2) Reactant: [CH3:1][C:2]1[N:38]=[C:5]2[N:6]([CH:33]([CH3:37])[C:34](=O)[CH3:35])[C:7](=[O:32])[C:8]([CH2:13][C:14]3[CH:19]=[CH:18][C:17]([C:20]4[CH:25]=[CH:24][CH:23]=[CH:22][C:21]=4[C:26]4[NH:30][C:29](=[O:31])[O:28][N:27]=4)=[CH:16][CH:15]=3)=[C:9]([CH2:10][CH2:11][CH3:12])[N:4]2[N:3]=1.Cl.[NH2:40][O:41][CH2:42][CH3:43].N1C=CC=CC=1.Cl. Product: [CH2:42]([O:41]/[N:40]=[C:34](\[CH3:35])/[CH:33]([N:6]1[C:7](=[O:32])[C:8]([CH2:13][C:14]2[CH:15]=[CH:16][C:17]([C:20]3[CH:25]=[CH:24][CH:23]=[CH:22][C:21]=3[C:26]3[NH:30][C:29](=[O:31])[O:28][N:27]=3)=[CH:18][CH:19]=2)=[C:9]([CH2:10][CH2:11][CH3:12])[N:4]2[N:3]=[C:2]([CH3:1])[N:38]=[C:5]12)[CH3:37])[CH3:43]. The catalyst class is: 69. (3) Reactant: [NH2:1][C:2]1[CH:13]=[CH:12][C:5]([O:6][CH2:7][C:8]([O:10][CH3:11])=[O:9])=[C:4]([C:14](=[O:17])[CH2:15][CH3:16])[CH:3]=1.[CH3:18][O:19][C:20]1[CH:21]=[C:22]([N:28]=[C:29]=[O:30])[CH:23]=[CH:24][C:25]=1[O:26][CH3:27]. Product: [CH3:18][O:19][C:20]1[CH:21]=[C:22]([NH:28][C:29]([NH:1][C:2]2[CH:13]=[CH:12][C:5]([O:6][CH2:7][C:8]([O:10][CH3:11])=[O:9])=[C:4]([C:14](=[O:17])[CH2:15][CH3:16])[CH:3]=2)=[O:30])[CH:23]=[CH:24][C:25]=1[O:26][CH3:27]. The catalyst class is: 1. (4) Reactant: [Br:1][C:2]1[CH:7]=[CH:6][C:5]([C:8]2[NH:12][C:11](=[O:13])[C:10]3([CH2:17][CH2:16][CH2:15][CH2:14]3)[N:9]=2)=[CH:4][CH:3]=1.Br[CH2:19][C@@H:20]1[CH2:24][CH2:23][N:22]([C:25]([O:27][C:28]([CH3:31])([CH3:30])[CH3:29])=[O:26])[CH2:21]1.C([O-])([O-])=O.[Cs+].[Cs+]. Product: [Br:1][C:2]1[CH:3]=[CH:4][C:5]([C:8]2[N:12]([CH2:19][C@@H:20]3[CH2:24][CH2:23][N:22]([C:25]([O:27][C:28]([CH3:29])([CH3:31])[CH3:30])=[O:26])[CH2:21]3)[C:11](=[O:13])[C:10]3([CH2:17][CH2:16][CH2:15][CH2:14]3)[N:9]=2)=[CH:6][CH:7]=1. The catalyst class is: 3. (5) Reactant: [Cl:1][C:2]1[CH:19]=[CH:18][CH:17]=[C:16]([Cl:20])[C:3]=1[C:4]([NH:6][CH2:7][CH2:8][N:9]1[CH2:14][CH2:13][CH:12]([OH:15])[CH2:11][CH2:10]1)=[O:5].CC(C)=O.OS(O)(=O)=O.O=[Cr](=O)=O.O.O.[Cr](O[Cr]([O-])(=O)=O)([O-])(=O)=O.[Na+].[Na+].S(=O)(=O)(O)O. Product: [Cl:1][C:2]1[CH:19]=[CH:18][CH:17]=[C:16]([Cl:20])[C:3]=1[C:4]([NH:6][CH2:7][CH2:8][N:9]1[CH2:14][CH2:13][C:12](=[O:15])[CH2:11][CH2:10]1)=[O:5]. The catalyst class is: 95.